Dataset: Forward reaction prediction with 1.9M reactions from USPTO patents (1976-2016). Task: Predict the product of the given reaction. (1) Given the reactants Cl[CH2:2][C:3]1[O:4][C:5](=[O:9])[O:6][C:7]=1[CH3:8].[Br-:10].[Na+].CN(C)C=O, predict the reaction product. The product is: [Br:10][CH2:2][C:3]1[O:4][C:5](=[O:9])[O:6][C:7]=1[CH3:8]. (2) Given the reactants [Cl:1][C:2]1[N:10]=[C:9]2[C:5]([NH:6][CH:7]=[N:8]2)=[C:4](Cl)[N:3]=1.C(OCC)(=O)C.[O:18]1[CH:23]=[CH:22][CH2:21][CH2:20][CH2:19]1.[CH:24]1([NH2:27])[CH2:26][CH2:25]1, predict the reaction product. The product is: [Cl:1][C:2]1[N:10]=[C:9]2[C:5]([N:6]=[CH:7][N:8]2[CH:23]2[CH2:22][CH2:21][CH2:20][CH2:19][O:18]2)=[C:4]([NH:27][CH:24]2[CH2:26][CH2:25]2)[N:3]=1.